Dataset: NCI-60 drug combinations with 297,098 pairs across 59 cell lines. Task: Regression. Given two drug SMILES strings and cell line genomic features, predict the synergy score measuring deviation from expected non-interaction effect. Drug 1: C1CN1P(=S)(N2CC2)N3CC3. Drug 2: C1CN1C2=NC(=NC(=N2)N3CC3)N4CC4. Cell line: LOX IMVI. Synergy scores: CSS=43.5, Synergy_ZIP=-6.00, Synergy_Bliss=-5.58, Synergy_Loewe=-5.17, Synergy_HSA=0.933.